From a dataset of Full USPTO retrosynthesis dataset with 1.9M reactions from patents (1976-2016). Predict the reactants needed to synthesize the given product. The reactants are: [CH2:1]([C@H:8]1[C@@H:12]([C@H:13]2[CH2:17][C@@H:16]([OH:18])[CH2:15][N:14]2[C:19]([O:21][C:22]([CH3:25])([CH3:24])[CH3:23])=[O:20])[O:11][C:10]([CH3:27])([CH3:26])[N:9]1[C:28]([O:30][CH2:31][CH2:32][Si:33]([CH3:36])([CH3:35])[CH3:34])=[O:29])[C:2]1[CH:7]=[CH:6][CH:5]=[CH:4][CH:3]=1.[CH3:37]I.[H-].[Na+]. Given the product [CH2:1]([C@H:8]1[C@@H:12]([C@H:13]2[CH2:17][C@@H:16]([O:18][CH3:37])[CH2:15][N:14]2[C:19]([O:21][C:22]([CH3:23])([CH3:24])[CH3:25])=[O:20])[O:11][C:10]([CH3:27])([CH3:26])[N:9]1[C:28]([O:30][CH2:31][CH2:32][Si:33]([CH3:36])([CH3:35])[CH3:34])=[O:29])[C:2]1[CH:7]=[CH:6][CH:5]=[CH:4][CH:3]=1, predict the reactants needed to synthesize it.